From a dataset of Forward reaction prediction with 1.9M reactions from USPTO patents (1976-2016). Predict the product of the given reaction. (1) Given the reactants Cl.[NH2:2][OH:3].[F:4][C:5]1[C:22]([F:23])=[C:21]2[C:8]([CH2:9][C:10]3([C@H:19]4[C@H:27]([CH3:28])[O:26][C@H:25]([CH3:29])[CH2:24][N:20]42)[C:15](=[O:16])[NH:14][C:13](=[O:17])[NH:12][C:11]3=[O:18])=[CH:7][C:6]=1[C:30]([C:32]1[CH:37]=[CH:36][CH:35]=[CH:34][CH:33]=1)=O, predict the reaction product. The product is: [F:4][C:5]1[C:22]([F:23])=[C:21]2[C:8]([CH2:9][C:10]3([C@H:19]4[C@H:27]([CH3:28])[O:26][C@H:25]([CH3:29])[CH2:24][N:20]42)[C:15](=[O:16])[NH:14][C:13](=[O:17])[NH:12][C:11]3=[O:18])=[CH:7][C:6]=1/[C:30](=[N:2]/[OH:3])/[C:32]1[CH:37]=[CH:36][CH:35]=[CH:34][CH:33]=1. (2) Given the reactants C(OC(=O)C[N:8]1[CH:12]=[CH:11][N:10]=[C:9]1[C:13]1[CH:18]=[CH:17][CH:16]=[C:15]([F:19])[N:14]=1)(C)(C)C.F[C:22](F)(F)[C:23]([OH:25])=[O:24], predict the reaction product. The product is: [F:19][C:15]1([CH2:22][C:23]([OH:25])=[O:24])[CH:16]=[CH:17][CH:18]=[C:13]([C:9]2[NH:8][CH:12]=[CH:11][N:10]=2)[NH:14]1. (3) Given the reactants [F:1][C:2]1[CH:7]=[CH:6][CH:5]=[CH:4][C:3]=1[CH:8]([O:10][C:11](=[O:26])[NH:12][C:13]1[C:14]([CH3:25])=[N:15][O:16][C:17]=1[C:18]1[CH:23]=[CH:22][C:21](Br)=[CH:20][CH:19]=1)[CH3:9].[B:27]1([B:27]2[O:31][C:30]([CH3:33])([CH3:32])[C:29]([CH3:35])([CH3:34])[O:28]2)[O:31][C:30]([CH3:33])([CH3:32])[C:29]([CH3:35])([CH3:34])[O:28]1, predict the reaction product. The product is: [F:1][C:2]1[CH:7]=[CH:6][CH:5]=[CH:4][C:3]=1[CH:8]([O:10][C:11](=[O:26])[NH:12][C:13]1[C:14]([CH3:25])=[N:15][O:16][C:17]=1[C:18]1[CH:23]=[CH:22][C:21]([B:27]2[O:31][C:30]([CH3:33])([CH3:32])[C:29]([CH3:35])([CH3:34])[O:28]2)=[CH:20][CH:19]=1)[CH3:9]. (4) Given the reactants [Cl:1][C:2]1[C:3]([NH:30][C:31]2[C:40]([F:41])=[CH:39][CH:38]=[CH:37][C:32]=2[C:33]([NH:35][CH3:36])=[O:34])=[N:4][C:5]([NH:8][C:9]2[CH:29]=[CH:28][C:12]3[C:13]([CH3:27])([CH3:26])[CH2:14][CH:15]([NH:19]C(=O)C(F)(F)F)[C:16](=[O:18])[NH:17][C:11]=3[CH:10]=2)=[N:6][CH:7]=1.[NH4+].[OH-].C1COCC1.[OH-].[Na+], predict the reaction product. The product is: [NH2:19][CH:15]1[CH2:14][C:13]([CH3:26])([CH3:27])[C:12]2[CH:28]=[CH:29][C:9]([NH:8][C:5]3[N:4]=[C:3]([NH:30][C:31]4[C:40]([F:41])=[CH:39][CH:38]=[CH:37][C:32]=4[C:33]([NH:35][CH3:36])=[O:34])[C:2]([Cl:1])=[CH:7][N:6]=3)=[CH:10][C:11]=2[NH:17][C:16]1=[O:18]. (5) Given the reactants Cl[Si](C)(C)C.[N:6]1[CH:11]=[CH:10][CH:9]=[CH:8][CH:7]=1.Cl[S:13]([C:16]1[CH:25]=[CH:24][CH:23]=[CH:22][C:17]=1[C:18]([O:20][CH3:21])=[O:19])(=[O:15])=[O:14].Cl, predict the reaction product. The product is: [CH3:21][O:20][C:18]([C:17]1[CH:22]=[CH:23][CH:24]=[CH:25][C:16]=1[S:13]([NH:6][C:11]1[CH:10]=[CH:9][C:8]2[CH2:25][CH2:24][CH2:23][CH2:22][C:7]=2[C:17]=1[C:18]([O:20][CH3:21])=[O:19])(=[O:15])=[O:14])=[O:19]. (6) Given the reactants [NH:1]1[CH2:5][CH2:4][CH2:3][CH2:2]1.C1CC=CC=1.[CH2:11]1[CH:15]2C3C=C[CH:18]([CH:14]2[CH:13]=[CH:12]1)[CH2:17]3.O=C(C)CCCC#N.[Cl-].[Na+], predict the reaction product. The product is: [C:14]1(=[C:18]([CH3:17])[CH2:5][CH2:4][CH2:3][C:2]#[N:1])[CH:15]=[CH:11][CH:12]=[CH:13]1. (7) Given the reactants [C:1]12([C:11]3[CH:16]=[C:15]([C:17]4[CH:22]=[CH:21][C:20]([CH:23]5[O:27]CCO5)=[CH:19][N:18]=4)[CH:14]=[C:13]([NH2:28])[C:12]=3O)[CH2:10][CH:5]3[CH2:6][CH:7]([CH2:9][CH:3]([CH2:4]3)[CH2:2]1)[CH2:8]2.[C:30](OC(=O)C)(=[O:32])[CH3:31].C1(C)C=CC(S(O)(=O)=O)=CC=1, predict the reaction product. The product is: [C:1]12([C:11]3[C:12]4[O:32][C:30]([CH3:31])=[N:28][C:13]=4[CH:14]=[C:15]([C:17]4[N:18]=[CH:19][C:20]([CH:23]=[O:27])=[CH:21][CH:22]=4)[CH:16]=3)[CH2:10][CH:5]3[CH2:4][CH:3]([CH2:9][CH:7]([CH2:6]3)[CH2:8]1)[CH2:2]2. (8) Given the reactants Br[C:2]1[N:6]([CH2:7][O:8][CH2:9][CH2:10][Si:11]([CH3:14])([CH3:13])[CH3:12])[C:5]([C:15]2[C:16]([O:31][CH:32]3[CH2:35][CH2:34][CH2:33]3)=[C:17]3[C:22](=[CH:23][CH:24]=2)[N:21]([C:25]([CH:27]2[CH2:29][CH2:28]2)=[O:26])[C@@H:20]([CH3:30])[CH2:19][CH2:18]3)=[N:4][CH:3]=1.CC1(C)C(C)(C)OB([C:44]2[CH2:49][CH2:48][N:47]([C:50]([O:52][C:53]([CH3:56])([CH3:55])[CH3:54])=[O:51])[CH2:46][CH:45]=2)O1.C(=O)([O-])[O-].[Cs+].[Cs+], predict the reaction product. The product is: [CH:32]1([O:31][C:16]2[C:15]([C:5]3[N:6]([CH2:7][O:8][CH2:9][CH2:10][Si:11]([CH3:13])([CH3:12])[CH3:14])[C:2]([C:44]4[CH2:49][CH2:48][N:47]([C:50]([O:52][C:53]([CH3:56])([CH3:55])[CH3:54])=[O:51])[CH2:46][CH:45]=4)=[CH:3][N:4]=3)=[CH:24][CH:23]=[C:22]3[C:17]=2[CH2:18][CH2:19][C@H:20]([CH3:30])[N:21]3[C:25]([CH:27]2[CH2:29][CH2:28]2)=[O:26])[CH2:35][CH2:34][CH2:33]1. (9) Given the reactants C[O:2][C:3](=O)[CH:4]([C:16]1[CH:21]=[CH:20][C:19]([Cl:22])=[C:18]([Cl:23])[CH:17]=1)[CH2:5][CH:6]1[CH2:10][CH2:9][C:8]2([O:15][CH2:14][CH2:13][CH2:12][O:11]2)[CH2:7]1.C[O-].[Mg+2].C[O-].CO.[NH2:32][C:33]1[S:34][CH:35]=[CH:36][N:37]=1, predict the reaction product. The product is: [Cl:23][C:18]1[CH:17]=[C:16]([CH:4]([CH2:5][CH:6]2[CH2:10][CH2:9][C:8]3([O:11][CH2:12][CH2:13][CH2:14][O:15]3)[CH2:7]2)[C:3]([NH:32][C:33]2[S:34][CH:35]=[CH:36][N:37]=2)=[O:2])[CH:21]=[CH:20][C:19]=1[Cl:22]. (10) The product is: [F:1][C:2]1[CH:3]=[C:4]([C@H:9]2[CH2:13][CH2:12][CH2:11][N:10]2[C:14]2[CH:19]=[CH:18][N:17]3[N:20]=[CH:21][C:22]([C:23]([O:25][CH2:26][CH3:27])=[O:24])=[C:16]3[N:15]=2)[C:5](=[O:8])[N:6]([CH3:30])[CH:7]=1. Given the reactants [F:1][C:2]1[CH:3]=[C:4]([C@H:9]2[CH2:13][CH2:12][CH2:11][N:10]2[C:14]2[CH:19]=[CH:18][N:17]3[N:20]=[CH:21][C:22]([C:23]([O:25][CH2:26][CH3:27])=[O:24])=[C:16]3[N:15]=2)[C:5](=[O:8])[NH:6][CH:7]=1.[H-].[Li+].[CH3:30]I, predict the reaction product.